Dataset: Peptide-MHC class I binding affinity with 185,985 pairs from IEDB/IMGT. Task: Regression. Given a peptide amino acid sequence and an MHC pseudo amino acid sequence, predict their binding affinity value. This is MHC class I binding data. (1) The peptide sequence is IPFSEGKAL. The MHC is HLA-B51:01 with pseudo-sequence HLA-B51:01. The binding affinity (normalized) is 0.0847. (2) The peptide sequence is WLGHPDKFV. The MHC is HLA-A02:01 with pseudo-sequence HLA-A02:01. The binding affinity (normalized) is 0. (3) The peptide sequence is SEISVILQEL. The MHC is HLA-B44:02 with pseudo-sequence HLA-B44:02. The binding affinity (normalized) is 0.568.